This data is from Cav3 T-type calcium channel HTS with 100,875 compounds. The task is: Binary Classification. Given a drug SMILES string, predict its activity (active/inactive) in a high-throughput screening assay against a specified biological target. The drug is O=C(N1C2CC(CC(C2)(C)C)(C1)C)Cc1cc(OC)c(OC)cc1. The result is 0 (inactive).